Dataset: Catalyst prediction with 721,799 reactions and 888 catalyst types from USPTO. Task: Predict which catalyst facilitates the given reaction. (1) Reactant: Br[C:2]1[CH:3]=[C:4]2[O:11][CH2:10][CH:9]=[CH:8][C:5]2=[N:6][CH:7]=1.C([Li])CCC.[B:17](OC(C)C)([O:22]C(C)C)[O:18]C(C)C. Product: [O:11]1[C:4]2[C:5](=[N:6][CH:7]=[C:2]([B:17]([OH:22])[OH:18])[CH:3]=2)[CH:8]=[CH:9][CH2:10]1. The catalyst class is: 27. (2) Reactant: II.BrCCBr.Cl[CH:8]1[CH2:13][CH2:12][O:11][CH2:10][CH2:9]1.[CH3:14][O:15][C:16]1[N:21]=[CH:20][C:19](/[CH:22]=[N:23]/[S@@:24]([C:26]([CH3:29])([CH3:28])[CH3:27])=[O:25])=[CH:18][CH:17]=1. Product: [CH3:14][O:15][C:16]1[N:21]=[CH:20][C:19]([CH:22]([CH:8]2[CH2:13][CH2:12][O:11][CH2:10][CH2:9]2)[NH:23][S@@:24]([C:26]([CH3:29])([CH3:28])[CH3:27])=[O:25])=[CH:18][CH:17]=1. The catalyst class is: 182. (3) Reactant: [Cl:1][C:2]1[C:7]([F:8])=[CH:6][C:5]([C:9]2[N:10]=[C:11]([N:18]3[CH2:23][CH2:22][CH:21]([O:24][CH2:25][C:26]([O:28][C:29](C)(C)[CH3:30])=[O:27])[CH2:20][CH2:19]3)[C:12]3[S:17][CH:16]=[CH:15][C:13]=3[N:14]=2)=[C:4]([F:33])[CH:3]=1.Cl.CCOC(C)=O. Product: [ClH:1].[Cl:1][C:2]1[C:7]([F:8])=[CH:6][C:5]([C:9]2[N:10]=[C:11]([N:18]3[CH2:19][CH2:20][CH:21]([O:24][CH2:25][C:26]([O:28][CH2:29][CH3:30])=[O:27])[CH2:22][CH2:23]3)[C:12]3[S:17][CH:16]=[CH:15][C:13]=3[N:14]=2)=[C:4]([F:33])[CH:3]=1. The catalyst class is: 14. (4) Reactant: OC1C=CC([C@H:8]2[CH2:25][C@@:23]3([CH3:24])[C@@H:19]([CH2:20][CH2:21][C:22]3=[O:26])[C@H:18]3[C:9]2=[C:10]2[C:15]([CH2:16][CH2:17]3)=[CH:14][C:13](=[O:27])[CH2:12][CH2:11]2)=CC=1.[N-]=[N+]=[N-]. Product: [CH3:24][C@:23]12[CH2:25][CH2:8][C:9]3[C@@H:18]([CH2:17][CH2:16][C:15]4[C:10]=3[CH2:11][CH2:12][C:13](=[O:27])[CH:14]=4)[C@@H:19]1[CH2:20][CH2:21][C:22]2=[O:26]. The catalyst class is: 28. (5) Reactant: [NH2:1][C:2]1[CH:3]=[C:4]([CH:21]=[CH:22][CH:23]=1)[O:5][C:6]1[CH:7]=[CH:8][C:9]2[N:10]([CH:12]=[C:13]([NH:15][C:16]([CH:18]3[CH2:20][CH2:19]3)=[O:17])[N:14]=2)[N:11]=1.[C:24]([C:26]1([C:32]2[CH:33]=[C:34]([CH:38]=[CH:39][CH:40]=2)[C:35](O)=[O:36])[CH2:31][CH2:30][O:29][CH2:28][CH2:27]1)#[N:25].Cl.CN(C)CCCN=C=NCC.ON1C2C=CC=CC=2N=N1.C(N(CC)CC)C. Product: [C:24]([C:26]1([C:32]2[CH:33]=[C:34]([CH:38]=[CH:39][CH:40]=2)[C:35]([NH:1][C:2]2[CH:23]=[CH:22][CH:21]=[C:4]([O:5][C:6]3[CH:7]=[CH:8][C:9]4[N:10]([CH:12]=[C:13]([NH:15][C:16]([CH:18]5[CH2:20][CH2:19]5)=[O:17])[N:14]=4)[N:11]=3)[CH:3]=2)=[O:36])[CH2:27][CH2:28][O:29][CH2:30][CH2:31]1)#[N:25]. The catalyst class is: 9. (6) Reactant: [NH2:1][C:2]1[N:7]=[CH:6][N:5]=[C:4]2[N:8]([CH:12]([C:14]3[CH:21]=[C:20]([Cl:22])[C:17]([C:18]#[N:19])=[C:16]([CH:23]4[CH2:26][NH:25][CH2:24]4)[C:15]=3[O:27][CH2:28][CH3:29])[CH3:13])[N:9]=[C:10]([CH3:11])[C:3]=12.[C:30](O)(=[O:33])CC.C(N(CC)CC)C.CN(C(ON1N=N[C:56]2[C:51]1=CC=C[CH:55]=2)=[N+](C)C)C.F[P-](F)(F)(F)(F)F.CN(C)C=[O:69]. Product: [NH2:1][C:2]1[N:7]=[CH:6][N:5]=[C:4]2[N:8]([CH:12]([C:14]3[CH:21]=[C:20]([Cl:22])[C:17]([C:18]#[N:19])=[C:16]([CH:23]4[CH2:24][N:25]([C:30](=[O:33])[C:56]([OH:69])([CH3:55])[CH3:51])[CH2:26]4)[C:15]=3[O:27][CH2:28][CH3:29])[CH3:13])[N:9]=[C:10]([CH3:11])[C:3]=12. The catalyst class is: 449. (7) Reactant: [CH:1]([C:3]1[C:4]([NH:9][C:10](=[O:15])[C:11]([CH3:14])([CH3:13])[CH3:12])=[N:5][CH:6]=[CH:7][CH:8]=1)=O.[NH2:16][CH:17]1[CH2:22][CH2:21][N:20]([CH2:23][C:24]2[CH:29]=[CH:28][CH:27]=[CH:26][CH:25]=2)[CH2:19][CH2:18]1.[BH4-].[Na+]. Product: [C:24]1([CH2:23][N:20]2[CH2:21][CH2:22][CH:17]([NH:16][CH2:1][C:3]3[C:4]([NH:9][C:10](=[O:15])[C:11]([CH3:14])([CH3:13])[CH3:12])=[N:5][CH:6]=[CH:7][CH:8]=3)[CH2:18][CH2:19]2)[CH:25]=[CH:26][CH:27]=[CH:28][CH:29]=1. The catalyst class is: 5. (8) Reactant: C([O:8][CH2:9][C:10]1[O:15][C:14](=[O:16])[C:13]([CH3:17])=[C:12]([O:18][CH2:19][O:20][CH3:21])[C:11]=1[CH3:22])C1C=CC=CC=1. Product: [CH3:17][C:13]1[C:14](=[O:16])[O:15][C:10]([CH2:9][OH:8])=[C:11]([CH3:22])[C:12]=1[O:18][CH2:19][O:20][CH3:21]. The catalyst class is: 320. (9) Reactant: [NH2:1][C:2]1[C:3]([C:14]([O:16]C)=[O:15])=[N:4][C:5]([C:8]2[CH:13]=[CH:12][CH:11]=[CH:10][CH:9]=2)=[CH:6][N:7]=1.[OH-].[Na+].Cl. Product: [NH2:1][C:2]1[C:3]([C:14]([OH:16])=[O:15])=[N:4][C:5]([C:8]2[CH:13]=[CH:12][CH:11]=[CH:10][CH:9]=2)=[CH:6][N:7]=1. The catalyst class is: 5.